From a dataset of Full USPTO retrosynthesis dataset with 1.9M reactions from patents (1976-2016). Predict the reactants needed to synthesize the given product. (1) Given the product [CH3:14][N:7]1[CH:8]=[C:9]([CH3:11])[CH:10]=[C:6]1[C:4]([O:3][CH2:1][CH3:2])=[O:5], predict the reactants needed to synthesize it. The reactants are: [CH2:1]([O:3][C:4]([C:6]1[NH:7][CH:8]=[C:9]([CH3:11])[CH:10]=1)=[O:5])[CH3:2].[H-].[Na+].[CH3:14]I. (2) Given the product [Br:1][C:2]1[CH:7]=[C:6]([Cl:8])[C:5]([S:9]([NH:14][C:15]2[CH:16]=[N:17][N:18]([CH3:20])[CH:19]=2)(=[O:11])=[O:10])=[C:4]([Cl:13])[CH:3]=1, predict the reactants needed to synthesize it. The reactants are: [Br:1][C:2]1[CH:7]=[C:6]([Cl:8])[C:5]([S:9](Cl)(=[O:11])=[O:10])=[C:4]([Cl:13])[CH:3]=1.[NH2:14][C:15]1[CH:16]=[N:17][N:18]([CH3:20])[CH:19]=1. (3) Given the product [C:1]([O:5][C:6]([NH:8][C@H:9]([C:18]([OH:20])=[O:19])[CH2:10][C:11]1[CH:12]=[CH:13][C:14]([O:17][CH2:25][CH3:26])=[CH:15][CH:16]=1)=[O:7])([CH3:4])([CH3:2])[CH3:3], predict the reactants needed to synthesize it. The reactants are: [C:1]([O:5][C:6]([NH:8][C@H:9]([C:18]([OH:20])=[O:19])[CH2:10][C:11]1[CH:16]=[CH:15][C:14]([OH:17])=[CH:13][CH:12]=1)=[O:7])([CH3:4])([CH3:3])[CH3:2].S(OCC)(O[CH2:25][CH3:26])(=O)=O.C(OCC)(=O)C.Cl.